From a dataset of Forward reaction prediction with 1.9M reactions from USPTO patents (1976-2016). Predict the product of the given reaction. (1) Given the reactants [H-].[Na+].[Br:3][C:4]1[CH:9]=[CH:8][C:7]([N:10]2[CH:14]=[N:13][N:12]=[C:11]2[OH:15])=[CH:6][CH:5]=1.[CH3:16][Si:17]([CH3:24])([CH3:23])[CH2:18][CH2:19][O:20][CH2:21]Cl, predict the reaction product. The product is: [Br:3][C:4]1[CH:5]=[CH:6][C:7]([N:10]2[C:11](=[O:15])[N:12]([CH2:21][O:20][CH2:19][CH2:18][Si:17]([CH3:24])([CH3:23])[CH3:16])[N:13]=[CH:14]2)=[CH:8][CH:9]=1. (2) Given the reactants [C:1]([NH2:10])(=[O:9])[C:2]1[C:3](=[CH:5][CH:6]=[CH:7][CH:8]=1)[OH:4].[CH3:11][C:12]([CH3:14])=O, predict the reaction product. The product is: [CH3:11][C:12]1([CH3:14])[NH:10][C:1](=[O:9])[C:2]2[CH:8]=[CH:7][CH:6]=[CH:5][C:3]=2[O:4]1. (3) Given the reactants [OH:1][C:2]1[CH:3]=[C:4]([CH:7]=[CH:8][C:9]=1[OH:10])[CH:5]=[O:6].C(=O)([O-])[O-].[K+].[K+].[CH:17]1(Br)[CH2:21][CH2:20][CH2:19][CH2:18]1.Cl, predict the reaction product. The product is: [CH:17]1([O:10][C:9]2[CH:8]=[CH:7][C:4]([CH:5]=[O:6])=[CH:3][C:2]=2[OH:1])[CH2:21][CH2:20][CH2:19][CH2:18]1. (4) The product is: [CH:26]1([C:29]2[C:30]([O:39][CH2:40][C:41]3([CH3:49])[CH2:46][CH2:45][C:44]([F:48])([F:47])[CH2:43][CH2:42]3)=[CH:31][C:32]([F:38])=[C:33]([CH:37]=2)[C:34]([NH:61][S:58]([CH:55]2[CH2:57][CH2:56]2)(=[O:60])=[O:59])=[O:35])[CH2:27][CH2:28]1. Given the reactants C1(C2C(OCC3(C(F)(F)F)CCCCC3)=CC(F)=C(C=2)C(O)=O)CC1.[CH:26]1([C:29]2[C:30]([O:39][CH2:40][C:41]3([CH3:49])[CH2:46][CH2:45][C:44]([F:48])([F:47])[CH2:43][CH2:42]3)=[CH:31][C:32]([F:38])=[C:33]([CH:37]=2)[C:34](O)=[O:35])[CH2:28][CH2:27]1.CS(N)(=O)=O.[CH:55]1([S:58]([NH2:61])(=[O:60])=[O:59])[CH2:57][CH2:56]1, predict the reaction product.